From a dataset of Full USPTO retrosynthesis dataset with 1.9M reactions from patents (1976-2016). Predict the reactants needed to synthesize the given product. (1) The reactants are: [OH-].[Na+].[Cl:3][C:4]1[CH:5]=[C:6]([C:14]2[O:18][N:17]=[C:16]([C:19]3[C:20]([CH2:34][CH3:35])=[C:21]([O:25][CH2:26][CH2:27][CH2:28][C:29]([O:31]CC)=[O:30])[CH:22]=[CH:23][CH:24]=3)[N:15]=2)[CH:7]=[CH:8][C:9]=1[O:10][CH:11]([CH3:13])[CH3:12].Cl. Given the product [Cl:3][C:4]1[CH:5]=[C:6]([C:14]2[O:18][N:17]=[C:16]([C:19]3[C:20]([CH2:34][CH3:35])=[C:21]([O:25][CH2:26][CH2:27][CH2:28][C:29]([OH:31])=[O:30])[CH:22]=[CH:23][CH:24]=3)[N:15]=2)[CH:7]=[CH:8][C:9]=1[O:10][CH:11]([CH3:12])[CH3:13], predict the reactants needed to synthesize it. (2) Given the product [CH2:25]([NH:27][C:20]([C:18]1[CH:17]=[CH:16][C:13]2[N:14]([CH3:15])[C:10]([NH:9][C:7]3[S:8][C:4]4[CH:3]=[C:2]([Cl:1])[CH:24]=[CH:23][C:5]=4[N:6]=3)=[N:11][C:12]=2[CH:19]=1)=[O:21])[CH3:26], predict the reactants needed to synthesize it. The reactants are: [Cl:1][C:2]1[CH:24]=[CH:23][C:5]2[N:6]=[C:7]([NH:9][C:10]3[N:14]([CH3:15])[C:13]4[CH:16]=[CH:17][C:18]([C:20](O)=[O:21])=[CH:19][C:12]=4[N:11]=3)[S:8][C:4]=2[CH:3]=1.[CH2:25]([NH2:27])[CH3:26].CN(C(ON1N=NC2C=CC=CC1=2)=[N+](C)C)C.F[P-](F)(F)(F)(F)F.CCN(C(C)C)C(C)C. (3) Given the product [Cl:1][C:2]1[CH:10]=[C:9]2[C:5]([C:6]([C:11]([C:13]3[C:14]([NH:37][CH2:36][C:35]4[CH:38]=[CH:39][C:32]([Cl:31])=[CH:33][CH:34]=4)=[N:15][CH:16]=[CH:17][CH:18]=3)=[O:12])=[CH:7][NH:8]2)=[CH:4][CH:3]=1, predict the reactants needed to synthesize it. The reactants are: [Cl:1][C:2]1[CH:10]=[C:9]2[C:5]([C:6]([C:11]([C:13]3[C:14](NC4CCCC4)=[N:15][CH:16]=[CH:17][CH:18]=3)=[O:12])=[CH:7][NH:8]2)=[CH:4][CH:3]=1.C1(N)CCCC1.[Cl:31][C:32]1[CH:39]=[CH:38][C:35]([CH2:36][NH2:37])=[CH:34][CH:33]=1.